Task: Predict the reactants needed to synthesize the given product.. Dataset: Full USPTO retrosynthesis dataset with 1.9M reactions from patents (1976-2016) (1) Given the product [CH2:1]([C:4]1([CH2:24][F:25])[S:9](=[O:11])(=[O:10])[CH2:8][C@:7]([C:13]2[CH:18]=[C:17]([N+:19]([O-:21])=[O:20])[CH:16]=[CH:15][C:14]=2[F:22])([CH3:12])[N:6]=[C:5]1[N:23]([C:31]([O:30][C:27]([CH3:29])([CH3:28])[CH3:26])=[O:32])[C:31](=[O:32])[O:30][C:27]([CH3:29])([CH3:28])[CH3:26])[CH:2]=[CH2:3], predict the reactants needed to synthesize it. The reactants are: [CH2:1]([C:4]1([CH2:24][F:25])[S:9](=[O:11])(=[O:10])[CH2:8][C@:7]([C:13]2[CH:18]=[C:17]([N+:19]([O-:21])=[O:20])[CH:16]=[CH:15][C:14]=2[F:22])([CH3:12])[N:6]=[C:5]1[NH2:23])[CH:2]=[CH2:3].[CH3:26][C:27]([O:30][C:31](O[C:31]([O:30][C:27]([CH3:29])([CH3:28])[CH3:26])=[O:32])=[O:32])([CH3:29])[CH3:28]. (2) Given the product [Cl:1][C:2]1[C:3]([O:12][CH3:13])=[C:4]([CH:5]=[CH:6][C:7]=1[N+:8]([O-:10])=[O:9])[CH:11]=[O:14], predict the reactants needed to synthesize it. The reactants are: [Cl:1][C:2]1[C:3]([O:12][CH3:13])=[C:4]([CH3:11])[CH:5]=[CH:6][C:7]=1[N+:8]([O-:10])=[O:9].[OH:14]S(O)(=O)=O. (3) Given the product [NH2:33][C@H:30]1[CH2:31][CH2:32][C@H:27]([NH:34][C:2]2[CH:3]=[C:4]([NH:20][C:21]3[CH:26]=[CH:25][N:24]=[CH:23][N:22]=3)[C:5]3[N:6]([C:8]([C:11]([NH:13][C:14]4[CH:19]=[CH:18][N:17]=[CH:16][CH:15]=4)=[O:12])=[CH:9][N:10]=3)[N:7]=2)[CH2:28][CH2:29]1, predict the reactants needed to synthesize it. The reactants are: Cl[C:2]1[CH:3]=[C:4]([NH:20][C:21]2[CH:26]=[CH:25][N:24]=[CH:23][N:22]=2)[C:5]2[N:6]([C:8]([C:11]([NH:13][C:14]3[CH:19]=[CH:18][N:17]=[CH:16][CH:15]=3)=[O:12])=[CH:9][N:10]=2)[N:7]=1.[C@H:27]1([NH2:34])[CH2:32][CH2:31][C@H:30]([NH2:33])[CH2:29][CH2:28]1. (4) Given the product [CH3:44][C:16]1[N:15]([C:12]2[CH:11]=[CH:10][C:9]([O:8][CH:3]3[CH2:4][CH2:5][CH2:6][CH2:7][C:2]3=[O:1])=[CH:14][CH:13]=2)[C:20](=[O:21])[C:19]([CH2:22][C:23]2[CH:28]=[CH:27][C:26]([C:29]3[CH:34]=[CH:33][CH:32]=[CH:31][C:30]=3[C:35]3[NH:39][C:38](=[O:40])[O:37][N:36]=3)=[CH:25][CH:24]=2)=[C:18]([CH2:41][CH2:42][CH3:43])[N:17]=1, predict the reactants needed to synthesize it. The reactants are: [OH:1][C@H:2]1[CH2:7][CH2:6][CH2:5][CH2:4][C@@H:3]1[O:8][C:9]1[CH:14]=[CH:13][C:12]([N:15]2[C:20](=[O:21])[C:19]([CH2:22][C:23]3[CH:28]=[CH:27][C:26]([C:29]4[CH:34]=[CH:33][CH:32]=[CH:31][C:30]=4[C:35]4[NH:39][C:38](=[O:40])[O:37][N:36]=4)=[CH:25][CH:24]=3)=[C:18]([CH2:41][CH2:42][CH3:43])[N:17]=[C:16]2[CH3:44])=[CH:11][CH:10]=1.CC(OI1(OC(C)=O)(OC(C)=O)OC(=O)C2C1=CC=CC=2)=O.C(OCC)(=O)C.S([O-])([O-])(=O)=S.[Na+].[Na+]. (5) The reactants are: ClC1C=C(C=CC=1Cl)OC1CCN(S(C2C(C)=NN(C)C=2C)(=O)=O)CC1.[CH2:27]([C:29]1[C:33]([S:34](Cl)(=[O:36])=[O:35])=[C:32]([CH2:38][CH3:39])[NH:31][N:30]=1)[CH3:28].Cl.[Cl:41][C:42]1[CH:54]=[CH:53][C:45]([CH2:46][CH:47]2[CH2:52][CH2:51][NH:50][CH2:49][CH2:48]2)=[CH:44][CH:43]=1. Given the product [Cl:41][C:42]1[CH:43]=[CH:44][C:45]([CH2:46][CH:47]2[CH2:48][CH2:49][N:50]([S:34]([C:33]3[C:32]([CH2:38][CH3:39])=[N:31][NH:30][C:29]=3[CH2:27][CH3:28])(=[O:36])=[O:35])[CH2:51][CH2:52]2)=[CH:53][CH:54]=1, predict the reactants needed to synthesize it. (6) Given the product [CH3:22][N:2]([CH3:1])[C:3]([C:5]1[S:6][CH:7]=[C:8]([CH2:10][CH2:11][C:12]2[S:16][C:15]([CH2:17][C:18]([O:20][CH3:21])=[O:19])=[CH:14][CH:13]=2)[N:9]=1)=[O:4], predict the reactants needed to synthesize it. The reactants are: [CH3:1][N:2]([CH3:22])[C:3]([C:5]1[S:6][CH:7]=[C:8](/[CH:10]=[CH:11]/[C:12]2[S:16][C:15]([CH2:17][C:18]([O:20][CH3:21])=[O:19])=[CH:14][CH:13]=2)[N:9]=1)=[O:4].CN(C)C(C1SC=C(/C=C\C2SC(CC(OC)=O)=CC=2)N=1)=O.